This data is from Forward reaction prediction with 1.9M reactions from USPTO patents (1976-2016). The task is: Predict the product of the given reaction. Given the reactants F[C:2]1[CH:7]=[CH:6][C:5]([N+:8]([O-:10])=[O:9])=[CH:4][C:3]=1[C:11]1[C:16]2[CH:17]=[C:18]([C:28]([O:30][CH2:31][CH3:32])=[O:29])[N:19](COCC[Si](C)(C)C)[C:15]=2[C:14](=[O:33])[N:13]([CH3:34])[N:12]=1.[C:35]1([OH:41])[CH:40]=[CH:39][CH:38]=[CH:37][CH:36]=1.C(=O)([O-])[O-].[Cs+].[Cs+], predict the reaction product. The product is: [CH3:34][N:13]1[C:14](=[O:33])[C:15]2[NH:19][C:18]([C:28]([O:30][CH2:31][CH3:32])=[O:29])=[CH:17][C:16]=2[C:11]([C:3]2[CH:4]=[C:5]([N+:8]([O-:10])=[O:9])[CH:6]=[CH:7][C:2]=2[O:41][C:35]2[CH:40]=[CH:39][CH:38]=[CH:37][CH:36]=2)=[N:12]1.